Predict the product of the given reaction. From a dataset of Forward reaction prediction with 1.9M reactions from USPTO patents (1976-2016). (1) Given the reactants [CH3:1][CH:2]1[N:7]([CH2:8][C:9]2[CH:14]=[CH:13][C:12]([C:15]3[CH:20]=[CH:19][CH:18]=[CH:17][CH:16]=3)=[CH:11][CH:10]=2)[CH2:6][CH2:5][N:4](C(OC(C)(C)C)=O)[CH2:3]1.FC(F)(F)C(O)=O, predict the reaction product. The product is: [CH3:1][CH:2]1[CH2:3][NH:4][CH2:5][CH2:6][N:7]1[CH2:8][C:9]1[CH:14]=[CH:13][C:12]([C:15]2[CH:20]=[CH:19][CH:18]=[CH:17][CH:16]=2)=[CH:11][CH:10]=1. (2) Given the reactants [F:1][C:2]1[CH:3]=[C:4]([CH:6]=[CH:7][C:8]=1[O:9][C:10]1[CH:15]=[CH:14][N:13]=[C:12]2[CH:16]=[C:17](I)[S:18][C:11]=12)[NH2:5].C(=O)([O-])[O-].[Cs+].[Cs+].[N:26]1([C:32]([C:34]2[CH:39]=[CH:38][C:37](B(O)O)=[CH:36][CH:35]=2)=[O:33])[CH2:31][CH2:30][O:29][CH2:28][CH2:27]1.COCCOC, predict the reaction product. The product is: [NH2:5][C:4]1[CH:6]=[CH:7][C:8]([O:9][C:10]2[CH:15]=[CH:14][N:13]=[C:12]3[CH:16]=[C:17]([C:37]4[CH:36]=[CH:35][C:34]([C:32]([N:26]5[CH2:31][CH2:30][O:29][CH2:28][CH2:27]5)=[O:33])=[CH:39][CH:38]=4)[S:18][C:11]=23)=[C:2]([F:1])[CH:3]=1. (3) The product is: [NH2:18][C:14]1[C:13]([O:21][CH3:22])=[CH:12][CH:11]=[C:10]2[C:15]=1[C:16](=[O:17])[N:8]([CH:7]1[CH2:6][CH2:5][C:4](=[O:24])[NH:3][C:2]1=[O:1])[C:9]2=[O:23]. Given the reactants [O:1]=[C:2]1[CH:7]([N:8]2[C:16](=[O:17])[C:15]3[C:10](=[CH:11][CH:12]=[C:13]([O:21][CH3:22])[C:14]=3[N+:18]([O-])=O)[C:9]2=[O:23])[CH2:6][CH2:5][C:4](=[O:24])[NH:3]1.[H][H], predict the reaction product. (4) Given the reactants [Cl:1][C:2]1[C:7]([C:8]2[CH:13]=[CH:12][N:11]=[C:10]([CH3:14])[CH:9]=2)=[CH:6][N:5]=[C:4]([N:15]2[CH2:20][C@H:19]([CH3:21])[O:18][C@H:17]([CH3:22])[CH2:16]2)[N:3]=1.[CH2:23]([Mg]Cl)[CH:24]([CH3:26])[CH3:25].[Cl-].[NH4+].Cl, predict the reaction product. The product is: [ClH:1].[CH3:22][C@H:17]1[O:18][C@@H:19]([CH3:21])[CH2:20][N:15]([C:4]2[N:3]=[C:2]([CH2:23][CH:24]([CH3:26])[CH3:25])[C:7]([C:8]3[CH:13]=[CH:12][N:11]=[C:10]([CH3:14])[CH:9]=3)=[CH:6][N:5]=2)[CH2:16]1. (5) Given the reactants [CH3:1][S:2]([C:5]1[CH:15]=[C:14]([N:16]2[C@H:20]([CH3:21])[CH2:19][CH2:18][S:17]2(=[O:23])=[O:22])[CH:13]=[CH:12][C:6]=1[C:7](OCC)=[O:8])(=[O:4])=[O:3].[OH-].[Na+].Cl.Cl.[CH:28]1([C:31]2[CH:32]=[C:33]([CH3:43])[C:34]([N:37]3[CH2:42][CH2:41][NH:40][CH2:39][CH2:38]3)=[N:35][CH:36]=2)[CH2:30][CH2:29]1.CN1CCOCC1.O.[Cl-].COC1N=C(OC)N=C([N+]2(C)CCOCC2)N=1, predict the reaction product. The product is: [CH:28]1([C:31]2[CH:32]=[C:33]([CH3:43])[C:34]([N:37]3[CH2:38][CH2:39][N:40]([C:7]([C:6]4[CH:12]=[CH:13][C:14]([N:16]5[C@H:20]([CH3:21])[CH2:19][CH2:18][S:17]5(=[O:23])=[O:22])=[CH:15][C:5]=4[S:2]([CH3:1])(=[O:3])=[O:4])=[O:8])[CH2:41][CH2:42]3)=[N:35][CH:36]=2)[CH2:30][CH2:29]1. (6) Given the reactants Br[CH2:2][C:3]([C:5]1[CH:10]=[CH:9][C:8]([Cl:11])=[CH:7][C:6]=1[Cl:12])=[O:4].[S-:13][C:14]#[N:15].[K+].O, predict the reaction product. The product is: [Cl:12][C:6]1[CH:7]=[C:8]([Cl:11])[CH:9]=[CH:10][C:5]=1[C:3](=[O:4])[CH2:2][S:13][C:14]#[N:15]. (7) Given the reactants [N:1]1([C:7]([C:9]2[CH:14]=[CH:13][C:12]([N:15]3[CH:19]=[C:18]([C:20]4[C:28]5[C:23](=[CH:24][CH:25]=[C:26]([CH:29]6[CH2:34][CH2:33][NH:32][CH2:31][CH2:30]6)[CH:27]=5)[NH:22][N:21]=4)[N:17]=[N:16]3)=[CH:11][CH:10]=2)=[O:8])[CH2:6][CH2:5][O:4][CH2:3][CH2:2]1.[C:35](Cl)(=[O:37])[CH3:36], predict the reaction product. The product is: [C:35]([N:32]1[CH2:33][CH2:34][CH:29]([C:26]2[CH:27]=[C:28]3[C:23](=[CH:24][CH:25]=2)[NH:22][N:21]=[C:20]3[C:18]2[N:17]=[N:16][N:15]([C:12]3[CH:13]=[CH:14][C:9]([C:7]([N:1]4[CH2:2][CH2:3][O:4][CH2:5][CH2:6]4)=[O:8])=[CH:10][CH:11]=3)[CH:19]=2)[CH2:30][CH2:31]1)(=[O:37])[CH3:36].